Dataset: Forward reaction prediction with 1.9M reactions from USPTO patents (1976-2016). Task: Predict the product of the given reaction. (1) Given the reactants [CH2:1]([O:3][C:4](=[O:23])[NH:5][C:6]1[CH:11]=[CH:10][C:9]([N:12]2[C:16](=[O:17])[C:15]3=[CH:18][CH:19]=[CH:20][CH:21]=[C:14]3[C:13]2=[O:22])=[CH:8][CH:7]=1)[CH3:2].[N+:24]([O-])([OH:26])=[O:25], predict the reaction product. The product is: [CH2:1]([O:3][C:4](=[O:23])[NH:5][C:6]1[CH:7]=[CH:8][C:9]([N:12]2[C:16](=[O:17])[C:15]3=[CH:18][CH:19]=[CH:20][CH:21]=[C:14]3[C:13]2=[O:22])=[CH:10][C:11]=1[N+:24]([O-:26])=[O:25])[CH3:2]. (2) Given the reactants [Cl:1][C:2]1[CH:18]=[CH:17][C:5]([CH2:6][N:7]2[CH:11]=[CH:10][N:9]=[C:8]2[C:12]([O:14]CC)=[O:13])=[CH:4][CH:3]=1.[OH-].[Na+].O.Cl, predict the reaction product. The product is: [Cl:1][C:2]1[CH:3]=[CH:4][C:5]([CH2:6][N:7]2[CH:11]=[CH:10][N:9]=[C:8]2[C:12]([OH:14])=[O:13])=[CH:17][CH:18]=1.